Predict the reaction yield, written as a fraction of the theoretical maximum amount of product (1.0 means a 100% yield; for example, 0.34 means a 34% yield). From a dataset of Reaction yield outcomes from USPTO patents with 853,638 reactions. (1) The reactants are C([O:4][C@H:5]1[CH2:10][CH2:9][C@@:8]([C@H:12]2[CH2:20][CH2:19][C@@:18]3([CH3:21])[C@@H:14]([CH2:15][CH2:16][C:17]3=[CH2:22])[C@@H:13]2[CH2:23][NH2:24])([CH3:11])[C@@H:7]([CH2:25][OH:26])[CH2:6]1)(=O)C.[CH:27]1([C:30](Cl)=[O:31])[CH2:29][CH2:28]1.[OH-].[Na+]. The catalyst is N1C=CC=CC=1. The product is [OH:4][C@H:5]1[CH2:10][CH2:9][C@@:8]([C@H:12]2[CH2:20][CH2:19][C@@:18]3([CH3:21])[C@@H:14]([CH2:15][CH2:16][C:17]3=[CH2:22])[C@@H:13]2[CH2:23][NH:24][C:30]([CH:27]2[CH2:29][CH2:28]2)=[O:31])([CH3:11])[C@@H:7]([CH2:25][OH:26])[CH2:6]1. The yield is 0.720. (2) The reactants are [CH2:1]([C@@H:8]1[CH2:12][O:11][C:10](=[O:13])[NH:9]1)[C:2]1[CH:7]=[CH:6][CH:5]=[CH:4][CH:3]=1.C(N(CC)CC)C.[C:21](Cl)(=[O:30])[CH2:22][CH2:23][C:24]1[CH:29]=[CH:28][CH:27]=[CH:26][CH:25]=1. The catalyst is C(Cl)Cl.CN(C)C1C=CN=CC=1. The product is [CH2:1]([C@@H:8]1[CH2:12][O:11][C:10](=[O:13])[N:9]1[C:21](=[O:30])[CH2:22][CH2:23][C:24]1[CH:29]=[CH:28][CH:27]=[CH:26][CH:25]=1)[C:2]1[CH:3]=[CH:4][CH:5]=[CH:6][CH:7]=1. The yield is 0.923. (3) The reactants are [C:1]([O:5][C:6]([N:8]([CH2:20][C:21](OCC)=[O:22])[CH:9]1[CH2:12][N:11]([C:13]([O:15][C:16]([CH3:19])([CH3:18])[CH3:17])=[O:14])[CH2:10]1)=[O:7])([CH3:4])([CH3:3])[CH3:2].[NH2:26][NH2:27]. The catalyst is C(O)C. The product is [C:1]([O:5][C:6]([N:8]([CH2:20][C:21]([NH:26][NH2:27])=[O:22])[CH:9]1[CH2:10][N:11]([C:13]([O:15][C:16]([CH3:19])([CH3:18])[CH3:17])=[O:14])[CH2:12]1)=[O:7])([CH3:4])([CH3:3])[CH3:2]. The yield is 0.940. (4) The reactants are [O:1]=[C:2]1[NH:6][C:5]2[CH:7]=[CH:8][C:9]([CH:11]=[O:12])=[CH:10][C:4]=2[S:3]1.Br[CH2:14][CH2:15][CH2:16][OH:17].C(=O)([O-])[O-].[K+].[K+].[I-].[K+]. The catalyst is C(#N)C. The product is [OH:17][CH2:16][CH2:15][CH2:14][N:6]1[C:5]2[CH:7]=[CH:8][C:9]([CH:11]=[O:12])=[CH:10][C:4]=2[S:3][C:2]1=[O:1]. The yield is 0.990. (5) The reactants are [CH3:1][O:2][CH2:3][CH2:4][O:5][C:6]1[CH:11]=[CH:10][C:9]([N+:12]([O-])=O)=[CH:8][CH:7]=1. The catalyst is CCO.[Pd]. The product is [CH3:1][O:2][CH2:3][CH2:4][O:5][C:6]1[CH:11]=[CH:10][C:9]([NH2:12])=[CH:8][CH:7]=1. The yield is 0.890. (6) The reactants are [OH:1][C:2]1[CH:10]=[C:9]([CH2:11][S:12][CH3:13])[CH:8]=[CH:7][C:3]=1[C:4]([OH:6])=[O:5].[CH2:14](Cl)Cl.C[Si](C=[N+]=[N-])(C)C.CCCCCC. The catalyst is CO. The product is [OH:1][C:2]1[CH:10]=[C:9]([CH2:11][S:12][CH3:13])[CH:8]=[CH:7][C:3]=1[C:4]([O:6][CH3:14])=[O:5]. The yield is 0.930. (7) The reactants are [CH:1]([C:3]1[CH:11]=[CH:10][C:6]([C:7]([OH:9])=[O:8])=[CH:5][CH:4]=1)=[O:2].O=S(Cl)Cl.N1C=C[CH:19]=[CH:18][CH:17]=1.CC(O)C. The catalyst is ClCCl.CN(C=O)C.CCOC(C)=O.O. The product is [CH:1]([C:3]1[CH:11]=[CH:10][C:6]([C:7]([O:9][CH:18]([CH3:19])[CH3:17])=[O:8])=[CH:5][CH:4]=1)=[O:2]. The yield is 0.190. (8) The reactants are CC1C=C(N2CCN(CC[O:14]C3C=CC=CC=3)C2=O)SC=1C(OCC)=O.[C:27]([C:29]1[CH:52]=[CH:51][C:32]([CH2:33][N:34]2[CH2:38][CH2:37][N:36]([C:39]3[S:43][C:42]([C:44]([O:46]CC)=[O:45])=[C:41]([CH3:49])[CH:40]=3)[C:35]2=[O:50])=[CH:31][CH:30]=1)#[N:28]. No catalyst specified. The product is [C:27]([C:29]1[CH:30]=[CH:31][C:32]([CH2:33][N:34]2[CH2:38][CH2:37][N:36]([C:39]3[S:43][C:42]([C:44]([OH:46])=[O:45])=[C:41]([CH3:49])[CH:40]=3)[C:35]2=[O:50])=[CH:51][CH:52]=1)(=[O:14])[NH2:28]. The yield is 0.770. (9) The reactants are [Na].[Cl:2][C:3]1[N:8]=[C:7](Cl)[C:6]([F:10])=[CH:5][N:4]=1.[CH3:11][OH:12]. The catalyst is O. The product is [Cl:2][C:3]1[N:8]=[C:7]([O:12][CH3:11])[C:6]([F:10])=[CH:5][N:4]=1. The yield is 0.810. (10) The reactants are C[C:2]1[C:3](C)=[C:4]([C:11]#[C:12]CO)[CH:5]=[CH:6][C:7]=1[C:8](=[O:10])[CH3:9].[OH-].[Na+]. The catalyst is C1(C)C=CC=CC=1. The product is [C:8]([C:7]1[CH:6]=[CH:5][C:4]([C:11]#[CH:12])=[CH:3][CH:2]=1)(=[O:10])[CH3:9]. The yield is 0.560.